From a dataset of Peptide-MHC class I binding affinity with 185,985 pairs from IEDB/IMGT. Regression. Given a peptide amino acid sequence and an MHC pseudo amino acid sequence, predict their binding affinity value. This is MHC class I binding data. (1) The peptide sequence is FANDKFTLV. The MHC is HLA-A02:03 with pseudo-sequence HLA-A02:03. The binding affinity (normalized) is 1.00. (2) The MHC is HLA-A23:01 with pseudo-sequence HLA-A23:01. The peptide sequence is EGFMRKQKY. The binding affinity (normalized) is 0.